This data is from Experimentally validated miRNA-target interactions with 360,000+ pairs, plus equal number of negative samples. The task is: Binary Classification. Given a miRNA mature sequence and a target amino acid sequence, predict their likelihood of interaction. (1) Result: 0 (no interaction). The protein sequence of the target gene is MAESSESLSASSPARQRRRISDPLTSSPGRSSRRADALTSSPGRDLPPFEDESEGLLGTEGPMEEEEDGEELIGDGMERDYRPIPELDVYEAEGLALDDEDVEELTASQREAAERTMRQRDREAGRGLGRMRRGLLYDSSEEDEERPARKRRHVERATEDGEEDEEMIESIENLEDLKGHSVREWVSMAGPRLEIHHRFKNFLRTHVDSHGHNVFKERISDMCKENRESLVVNYEDLAAREHVLAYFLPEAPAELLQIFDEAALEVVLAMYPKYDRITNHIHVRISHLPLVEELRSLRQL.... The miRNA is hsa-miR-4782-3p with sequence UGAUUGUCUUCAUAUCUAGAAC. (2) The miRNA is hsa-miR-320d with sequence AAAAGCUGGGUUGAGAGGA. The protein sequence of the target gene is MGNGMCSRKQKRIFQTLLLLTVVFGFLYGAMLYLELQTQLRKAEAVALKYQQHQDSLSAQLQVVYEHRSRLEKSLQKERLEHKKAKEDFLVYKLEAQETLNKGRQDSNSRYSALNVQHQMLKSQHEELRKQHSDLEEEHRKQGEDFSRTFNDHKQRYLQLQQEKEQELSKLKETVYNLREENRQLRKAHQDIHTQLQDVKTQVAEYKQLKDTLNRIPSFRNPDPVEQQNVTFPHGTHPPQGYNGREKLTGELQEVQPNHEAGPRRMEEKPLSSMQKDAGFQALEEQNQVEPREPEERQVE.... Result: 0 (no interaction). (3) The miRNA is mmu-miR-217-5p with sequence UACUGCAUCAGGAACUGACUGGA. The protein sequence of the target gene is MSLSAGLPVRPLLLLLLLLWSVAPQALPPRSHSLRYLFMGASEPDLGLPLFEARGYVDDQLFVSYNHESRRAEPRAPWILEQTSSQLWLHLSQSLKGWDYMFIVDFWTIMGNYNHSKVTKLGVVSESHILQVVLGCEVHEDNSTSGFWRYGYDGQDHLEFCPKTLNWSAAEPGAWATKVEWDEHKIRAKQNRDYLEKDCPEQLKRLLELGRGVLGQQVPTLVKVTRHWASTGTSLRCQALDFFPQNITMRWLKDNQPLDAKDVNPEKVLPNGDETYQGWLTLAVAPGDETRFTCQVEHPG.... Result: 0 (no interaction). (4) The miRNA is hsa-miR-6749-3p with sequence CUCCUCCCCUGCCUGGCCCAG. The protein sequence of the target gene is MPRGFLVKRSKKSTPVSYRVRGGEDSDRALLLSPGCGGARAEPPVPSPGPLPPPPPPALAERAHAALAAALACAPGPPPPPPPGPRAAHFGNPEAAHPAPLYSPTRPVSREHEKHKYFERSFNLGSPVSAESFPTPAALLAGGGSGANGAGGGGGGTCGGDALLFAPAELKMGTAFSAGAEAARGPGTGPPLSPAAALRPPGKRPAPPAAVATEPPAKAAKAPSAKKPKAIRKLHFEDEVTTSPVLGLKIKEGPVEAPRGRAGGATRPLGEFICQLCKEEYADPFALAQHKCSRIVRVEY.... Result: 0 (no interaction). (5) Result: 1 (interaction). The miRNA is hsa-miR-25-5p with sequence AGGCGGAGACUUGGGCAAUUG. The protein sequence of the target gene is MAERTMAMPTQIPADGDTQKENNIRCLTTIGHFGFECLPNQLVSRSIRQGFTFNILCVGETGIGKSTLIDTLFNTNLKDNKSSHFYSNVGLQIQTYELQESNVQLKLTVVETVGYGDQIDKEASYQPIVDYIDAQFEAYLQEELKIKRSLFEYHDSRVHVCLYFISPTGHSLKSLDLLTMKNLDSKVNIIPLIAKADTISKNDLQTFKNKIMSELISNGIQIYQLPTDEETAAQANSSVSGLLPFAVVGSTDEVKVGKRMVRGRHYPWGVLQVENENHCDFVKLRDMLLCTNMENLKEKT.... (6) The miRNA is cel-miR-40-3p with sequence UCACCGGGUGUACAUCAGCUAA. The protein sequence of the target gene is MMATRRTGLSEGDGDKLKACEVSKNKDGKEQSETVSLSEDETFSWPGPKTVTLKRTSQGFGFTLRHFIVYPPESAIQFSYKDEENGNRGGKQRNRLEPMDTIFVKQVKEGGPAFEAGLCTGDRIIKVNGESVIGKTYSQVIALIQNSDTTLELSVMPKDEDILQVLQFTKDVTALAYSQDAYLKGNEAYSGNARNIPEPPPICYPWLPSAPSAMAQPVEISPPDSSLSKQQTSTPVLTQPGRAYRMEIQVPPSPTDVAKSNTAVCVCNESVRTVIVPSEKVVDLLSNRNNHTGPSHRTEE.... Result: 0 (no interaction). (7) The miRNA is hsa-miR-623 with sequence AUCCCUUGCAGGGGCUGUUGGGU. The protein sequence of the target gene is MERAVEPWGPDLHRPEEREPQRGARTGLGSENVISQPNEFEHTPQEDDLGFKEEDLAPDHEVGNASLKPEGIQNWDDLWVQREGLGKPQPRDRGPRLLGEPRWGQASSDRAAVCGECGKSFRQMSDLVKHQRTHTGEKPYKCGVCGKGFGDSSARIKHQRTHSGEKPYRARPPAQGPPKIPRSRIPAGERPTICGECGKSFRQSSDLVKHQRTHTGEKPYKCGICGKGFGDSSARIKHQRTHRGEQPPRPVVPRRQPSRAATAATQGPKAQDKPYICTDCGKRFVLSCSLLSHQRSHLGP.... Result: 1 (interaction).